This data is from NCI-60 drug combinations with 297,098 pairs across 59 cell lines. The task is: Regression. Given two drug SMILES strings and cell line genomic features, predict the synergy score measuring deviation from expected non-interaction effect. (1) Drug 1: CC1=C2C(C(=O)C3(C(CC4C(C3C(C(C2(C)C)(CC1OC(=O)C(C(C5=CC=CC=C5)NC(=O)C6=CC=CC=C6)O)O)OC(=O)C7=CC=CC=C7)(CO4)OC(=O)C)O)C)OC(=O)C. Drug 2: C1C(C(OC1N2C=NC(=NC2=O)N)CO)O. Cell line: TK-10. Synergy scores: CSS=2.63, Synergy_ZIP=-6.38, Synergy_Bliss=-9.13, Synergy_Loewe=-16.1, Synergy_HSA=-8.85. (2) Drug 1: CN(C)C1=NC(=NC(=N1)N(C)C)N(C)C. Drug 2: CC1=C2C(C(=O)C3(C(CC4C(C3C(C(C2(C)C)(CC1OC(=O)C(C(C5=CC=CC=C5)NC(=O)C6=CC=CC=C6)O)O)OC(=O)C7=CC=CC=C7)(CO4)OC(=O)C)O)C)OC(=O)C. Cell line: 786-0. Synergy scores: CSS=25.4, Synergy_ZIP=-8.05, Synergy_Bliss=-5.42, Synergy_Loewe=-53.5, Synergy_HSA=-7.59. (3) Drug 1: C1CC(C1)(C(=O)O)C(=O)O.[NH2-].[NH2-].[Pt+2]. Drug 2: CCC1=C2CN3C(=CC4=C(C3=O)COC(=O)C4(CC)O)C2=NC5=C1C=C(C=C5)O. Cell line: A549. Synergy scores: CSS=30.6, Synergy_ZIP=-2.94, Synergy_Bliss=3.03, Synergy_Loewe=-4.92, Synergy_HSA=3.48. (4) Drug 1: CC1C(C(CC(O1)OC2CC(CC3=C2C(=C4C(=C3O)C(=O)C5=C(C4=O)C(=CC=C5)OC)O)(C(=O)CO)O)N)O.Cl. Drug 2: C1=CC=C(C(=C1)C(C2=CC=C(C=C2)Cl)C(Cl)Cl)Cl. Cell line: MCF7. Synergy scores: CSS=5.81, Synergy_ZIP=0.117, Synergy_Bliss=9.52, Synergy_Loewe=-11.7, Synergy_HSA=-0.416. (5) Drug 1: CC12CCC3C(C1CCC2NC(=O)OCC(F)(F)F)CCC4C3(C=CC(=O)N4C)C. Drug 2: CN1C=C(C=N1)C2=C3N=C(C(=C(N3N=C2)N)Br)C4CCCNC4. Cell line: OVCAR3. Synergy scores: CSS=32.9, Synergy_ZIP=1.79, Synergy_Bliss=1.77, Synergy_Loewe=-11.9, Synergy_HSA=0.384. (6) Drug 1: C1=CN(C=N1)CC(O)(P(=O)(O)O)P(=O)(O)O. Drug 2: CC(C)CN1C=NC2=C1C3=CC=CC=C3N=C2N. Cell line: OVCAR-4. Synergy scores: CSS=-2.63, Synergy_ZIP=2.72, Synergy_Bliss=2.26, Synergy_Loewe=-1.67, Synergy_HSA=-1.42. (7) Drug 1: CC1=C(C=C(C=C1)C(=O)NC2=CC(=CC(=C2)C(F)(F)F)N3C=C(N=C3)C)NC4=NC=CC(=N4)C5=CN=CC=C5. Drug 2: C1CC(=O)NC(=O)C1N2C(=O)C3=CC=CC=C3C2=O. Cell line: HL-60(TB). Synergy scores: CSS=-3.84, Synergy_ZIP=3.35, Synergy_Bliss=2.84, Synergy_Loewe=-3.74, Synergy_HSA=-3.42. (8) Drug 1: CS(=O)(=O)C1=CC(=C(C=C1)C(=O)NC2=CC(=C(C=C2)Cl)C3=CC=CC=N3)Cl. Drug 2: C1CCC(CC1)NC(=O)N(CCCl)N=O. Cell line: K-562. Synergy scores: CSS=28.6, Synergy_ZIP=0.675, Synergy_Bliss=0.399, Synergy_Loewe=-4.51, Synergy_HSA=1.60.